From a dataset of Blood-brain barrier permeability classification from the B3DB database. Regression/Classification. Given a drug SMILES string, predict its absorption, distribution, metabolism, or excretion properties. Task type varies by dataset: regression for continuous measurements (e.g., permeability, clearance, half-life) or binary classification for categorical outcomes (e.g., BBB penetration, CYP inhibition). Dataset: b3db_classification. The compound is N#CCN[C@H]1CCc2ccccc21. The result is 1 (penetrates BBB).